The task is: Predict the product of the given reaction.. This data is from Forward reaction prediction with 1.9M reactions from USPTO patents (1976-2016). (1) Given the reactants Cl[C:2]1[N:3]=[C:4]([NH:23][CH:24]2[CH2:26][CH2:25]2)[C:5]2[C:10]([C:11]#[N:12])=[CH:9][N:8](S(C3C=CC(C)=CC=3)(=O)=O)[C:6]=2[N:7]=1.[NH2:27][C:28]1[CH:29]=[C:30]2[C:35](=[CH:36][CH:37]=1)[NH:34][C:33](=[O:38])[CH2:32][CH2:31]2.C[Si](Cl)(C)C, predict the reaction product. The product is: [CH:24]1([NH:23][C:4]2[C:5]3[C:10]([C:11]#[N:12])=[CH:9][NH:8][C:6]=3[N:7]=[C:2]([NH:27][C:28]3[CH:29]=[C:30]4[C:35](=[CH:36][CH:37]=3)[NH:34][C:33](=[O:38])[CH2:32][CH2:31]4)[N:3]=2)[CH2:25][CH2:26]1. (2) Given the reactants Cl[C:2]1[C:3]2[O:10][C:9]3[CH:11]=[CH:12][C:13]([Cl:15])=[CH:14][C:8]=3[C:4]=2[N:5]=[CH:6][N:7]=1.[C@H:16]12[CH2:22][C@H:19]([NH:20][CH2:21]1)[CH2:18][N:17]2[C:23]([O:25][C:26]([CH3:29])([CH3:28])[CH3:27])=[O:24], predict the reaction product. The product is: [Cl:15][C:13]1[CH:12]=[CH:11][C:9]2[O:10][C:3]3[C:2]([N:20]4[CH2:21][C@@H:16]5[CH2:22][C@H:19]4[CH2:18][N:17]5[C:23]([O:25][C:26]([CH3:29])([CH3:28])[CH3:27])=[O:24])=[N:7][CH:6]=[N:5][C:4]=3[C:8]=2[CH:14]=1.